From a dataset of Peptide-MHC class I binding affinity with 185,985 pairs from IEDB/IMGT. Regression. Given a peptide amino acid sequence and an MHC pseudo amino acid sequence, predict their binding affinity value. This is MHC class I binding data. (1) The binding affinity (normalized) is 0.0847. The MHC is HLA-B57:01 with pseudo-sequence HLA-B57:01. The peptide sequence is IVAQGIAAL. (2) The peptide sequence is RLNKVISEL. The MHC is HLA-A02:01 with pseudo-sequence HLA-A02:01. The binding affinity (normalized) is 0.571.